Dataset: Catalyst prediction with 721,799 reactions and 888 catalyst types from USPTO. Task: Predict which catalyst facilitates the given reaction. (1) Reactant: [NH2:1][CH2:2][CH2:3][N:4]1[C:13]2[CH:12]=[CH:11][CH:10]=[CH:9][C:8]=2[C:7]2[NH:14][N:15]=[C:16]([CH3:17])[C:6]=2[C:5]1=[O:18].[CH:19](=O)[C:20]1[CH:25]=[CH:24][CH:23]=[CH:22][CH:21]=1.C(N(C(C)C)CC)(C)C.C(O[BH-](OC(=O)C)OC(=O)C)(=O)C.[Na+]. Product: [CH2:19]([NH:1][CH2:2][CH2:3][N:4]1[C:13]2[CH:12]=[CH:11][CH:10]=[CH:9][C:8]=2[C:7]2[NH:14][N:15]=[C:16]([CH3:17])[C:6]=2[C:5]1=[O:18])[C:20]1[CH:25]=[CH:24][CH:23]=[CH:22][CH:21]=1. The catalyst class is: 1. (2) Reactant: [NH2:1][C:2](=[S:25])[CH2:3][CH2:4][C@@H:5]([NH:17][C:18](=[O:24])[O:19][C:20]([CH3:23])([CH3:22])[CH3:21])[CH2:6][C:7]1[CH:12]=[CH:11][C:10]([C:13]([F:16])([F:15])[F:14])=[CH:9][CH:8]=1.Cl[CH2:27][CH:28]=O. Product: [S:25]1[CH:28]=[CH:27][N:1]=[C:2]1[CH2:3][CH2:4][C@@H:5]([NH:17][C:18](=[O:24])[O:19][C:20]([CH3:21])([CH3:22])[CH3:23])[CH2:6][C:7]1[CH:8]=[CH:9][C:10]([C:13]([F:16])([F:15])[F:14])=[CH:11][CH:12]=1. The catalyst class is: 49.